Predict the product of the given reaction. From a dataset of Forward reaction prediction with 1.9M reactions from USPTO patents (1976-2016). (1) Given the reactants [F:1][C:2]1[CH:3]=[CH:4][C:5]([CH3:11])=[C:6]([CH:10]=1)[C:7](O)=[O:8].S(Cl)([Cl:14])=O, predict the reaction product. The product is: [F:1][C:2]1[CH:3]=[CH:4][C:5]([CH3:11])=[C:6]([CH:10]=1)[C:7]([Cl:14])=[O:8]. (2) Given the reactants C([O:8][C:9]1[CH:14]=[CH:13][CH:12]=[CH:11][C:10]=1[CH:15]([C:17]1[CH:22]=[CH:21][C:20]([CH2:23][CH3:24])=[CH:19][CH:18]=1)O)C1C=CC=CC=1.Cl, predict the reaction product. The product is: [CH2:23]([C:20]1[CH:21]=[CH:22][C:17]([CH2:15][C:10]2[CH:11]=[CH:12][CH:13]=[CH:14][C:9]=2[OH:8])=[CH:18][CH:19]=1)[CH3:24].